Dataset: Full USPTO retrosynthesis dataset with 1.9M reactions from patents (1976-2016). Task: Predict the reactants needed to synthesize the given product. Given the product [CH:32]([C:28]1[CH:29]=[CH:30][CH:31]=[C:26]([CH:23]([CH3:25])[CH3:24])[C:27]=1[NH:35][C:36](=[O:59])[N:37]([CH2:51][C:52]1[CH:57]=[CH:56][C:55]([O:9][C:8](=[O:10])[CH2:7][N:1]2[CH2:6][CH2:5][O:4][CH2:3][CH2:2]2)=[CH:54][CH:53]=1)[CH2:38][C:39]1([C:45]2[CH:50]=[CH:49][CH:48]=[CH:47][N:46]=2)[CH2:40][CH2:41][CH2:42][CH2:43][CH2:44]1)([CH3:33])[CH3:34], predict the reactants needed to synthesize it. The reactants are: [N:1]1([CH2:7][C:8]([OH:10])=[O:9])[CH2:6][CH2:5][O:4][CH2:3][CH2:2]1.Cl.CN(C)CCCN=C=NCC.[CH:23]([C:26]1[CH:31]=[CH:30][CH:29]=[C:28]([CH:32]([CH3:34])[CH3:33])[C:27]=1[NH:35][C:36](=[O:59])[N:37]([CH2:51][C:52]1[CH:57]=[CH:56][C:55](O)=[CH:54][CH:53]=1)[CH2:38][C:39]1([C:45]2[CH:50]=[CH:49][CH:48]=[CH:47][N:46]=2)[CH2:44][CH2:43][CH2:42][CH2:41][CH2:40]1)([CH3:25])[CH3:24].